Task: Predict which catalyst facilitates the given reaction.. Dataset: Catalyst prediction with 721,799 reactions and 888 catalyst types from USPTO (1) Reactant: [C:1]([CH2:3][C:4]1([N:18]2[CH:22]=[C:21](B3OC(C)(C)C(C)(C)O3)[CH:20]=[N:19]2)[CH2:7][N:6]([C:8]2[N:9]=[CH:10][C:11]([C:14]([O:16][CH3:17])=[O:15])=[N:12][CH:13]=2)[CH2:5]1)#[N:2].Br[C:33]1[CH:38]=[CH:37][N:36]=[C:35]2[NH:39][CH:40]=[CH:41][C:34]=12.C(=O)(O)[O-].[Na+].O. Product: [C:1]([CH2:3][C:4]1([N:18]2[CH:22]=[C:21]([C:33]3[CH:38]=[CH:37][N:36]=[C:35]4[NH:39][CH:40]=[CH:41][C:34]=34)[CH:20]=[N:19]2)[CH2:7][N:6]([C:8]2[N:9]=[CH:10][C:11]([C:14]([O:16][CH3:17])=[O:15])=[N:12][CH:13]=2)[CH2:5]1)#[N:2]. The catalyst class is: 203. (2) Reactant: Cl.[Cl:2][C:3]1[C:9]([O:10][CH3:11])=[C:8]([Cl:12])[C:7]([F:13])=[CH:6][C:4]=1N.N([O-])=O.[Na+].[BrH:18]. Product: [Cl:2][C:3]1[C:9]([O:10][CH3:11])=[C:8]([Cl:12])[C:7]([F:13])=[CH:6][C:4]=1[Br:18]. The catalyst class is: 6.